From a dataset of Forward reaction prediction with 1.9M reactions from USPTO patents (1976-2016). Predict the product of the given reaction. (1) Given the reactants [C:1]([C:3]1[CH:8]=[CH:7][CH:6]=[CH:5][C:4]=1[C:9]1[CH:14]=[CH:13][C:12]([CH2:15][C:16]2[C:17](=[O:39])[N:18]([C@@H:29]3[CH2:32][C@H:31]([C:33](N(OC)C)=[O:34])[CH2:30]3)[C:19]3[N:20]([N:25]=[C:26]([CH3:28])[N:27]=3)[C:21]=2[CH2:22][CH2:23][CH3:24])=[C:11]([F:40])[CH:10]=1)#[N:2].[CH3:41][Mg]Br.O1CCCC1, predict the reaction product. The product is: [C:33]([C@@H:31]1[CH2:32][C@H:29]([N:18]2[C:17](=[O:39])[C:16]([CH2:15][C:12]3[CH:13]=[CH:14][C:9]([C:4]4[C:3]([C:1]#[N:2])=[CH:8][CH:7]=[CH:6][CH:5]=4)=[CH:10][C:11]=3[F:40])=[C:21]([CH2:22][CH2:23][CH3:24])[N:20]3[N:25]=[C:26]([CH3:28])[N:27]=[C:19]23)[CH2:30]1)(=[O:34])[CH3:41]. (2) The product is: [CH3:12][O:11][C:8]1[CH:9]=[CH:10][C:5]([C:3]2[N:14]=[C:15]([NH2:17])[S:16][C:2]=2[CH3:13])=[CH:6][CH:7]=1. Given the reactants Br[CH:2]([CH3:13])[C:3]([C:5]1[CH:10]=[CH:9][C:8]([O:11][CH3:12])=[CH:7][CH:6]=1)=O.[NH2:14][C:15]([NH2:17])=[S:16].C([O-])(=O)C.[Na+], predict the reaction product. (3) The product is: [C:1]([C:3]1[CH:4]=[C:5]2[N:11]=[C:10]([C:12]([C:24]3[C:32]([O:33][CH3:34])=[CH:31][C:30]([CH3:35])=[C:29]4[C:25]=3[CH:26]=[CH:27][N:28]4[C:36]([O:38][C:39]([CH3:40])([CH3:41])[CH3:42])=[O:37])([N:14]([CH3:51])[S:15]([CH2:18][CH2:19][Si:20]([CH3:23])([CH3:22])[CH3:21])(=[O:17])=[O:16])[CH3:13])[N:9]([CH2:43][O:44][CH2:45][CH2:46][Si:47]([CH3:48])([CH3:49])[CH3:50])[C:6]2=[N:7][CH:8]=1)#[N:2]. Given the reactants [C:1]([C:3]1[CH:4]=[C:5]2[N:11]=[C:10]([C:12]([C:24]3[C:32]([O:33][CH3:34])=[CH:31][C:30]([CH3:35])=[C:29]4[C:25]=3[CH:26]=[CH:27][N:28]4[C:36]([O:38][C:39]([CH3:42])([CH3:41])[CH3:40])=[O:37])([NH:14][S:15]([CH2:18][CH2:19][Si:20]([CH3:23])([CH3:22])[CH3:21])(=[O:17])=[O:16])[CH3:13])[N:9]([CH2:43][O:44][CH2:45][CH2:46][Si:47]([CH3:50])([CH3:49])[CH3:48])[C:6]2=[N:7][CH:8]=1)#[N:2].[C:51]([O-])([O-])=O.[K+].[K+].CI, predict the reaction product.